This data is from Full USPTO retrosynthesis dataset with 1.9M reactions from patents (1976-2016). The task is: Predict the reactants needed to synthesize the given product. (1) Given the product [Cl:8][C:4]1[CH:5]=[CH:6][CH:7]=[C:2]([Cl:1])[C:3]=1[C:9]1[O:13][N:12]=[C:11]([C@@H:14]2[C@:19]([C:21]3[CH:26]=[CH:25][C:24]([F:27])=[C:23]([F:28])[CH:22]=3)([OH:20])[CH2:18][CH2:17][NH:16][CH2:15]2)[CH:10]=1, predict the reactants needed to synthesize it. The reactants are: [Cl:1][C:2]1[CH:7]=[CH:6][CH:5]=[C:4]([Cl:8])[C:3]=1[C:9]1[O:13][N:12]=[C:11]([C@@H:14]2[C@:19]([C:21]3[CH:26]=[CH:25][C:24]([F:27])=[C:23]([F:28])[CH:22]=3)([OH:20])[CH2:18][CH2:17][N:16](C(OC(C)(C)C)=O)[CH2:15]2)[CH:10]=1.Cl. (2) The reactants are: FC(F)(F)C(O)=O.C(Cl)Cl.C(OC([N:18]1[CH2:23][CH2:22][N:21]([C:24]2[C:25]3[C:39]([O:40][CH3:41])=[CH:38][N:37]=[CH:36][C:26]=3[N:27]=[C:28]([C:30]3[CH:35]=[CH:34][N:33]=[CH:32][CH:31]=3)[N:29]=2)[CH2:20][CH:19]1[C:42](=[O:50])[NH:43][C:44]1[CH:49]=[CH:48][CH:47]=[CH:46][CH:45]=1)=O)(C)(C)C. Given the product [C:44]1([NH:43][C:42]([CH:19]2[CH2:20][N:21]([C:24]3[C:25]4[C:39]([O:40][CH3:41])=[CH:38][N:37]=[CH:36][C:26]=4[N:27]=[C:28]([C:30]4[CH:35]=[CH:34][N:33]=[CH:32][CH:31]=4)[N:29]=3)[CH2:22][CH2:23][NH:18]2)=[O:50])[CH:49]=[CH:48][CH:47]=[CH:46][CH:45]=1, predict the reactants needed to synthesize it. (3) The reactants are: [CH2:1]1[CH2:5]OC[CH2:2]1.[C:6]([C:8]([C:20]#[N:21])=[C:9]([C:15]([O:17][CH2:18][CH3:19])=[O:16])[C:10]([O:12][CH2:13][CH3:14])=[O:11])#[N:7].C1([Mg]Br)CC1.[Cl-].[Li+]. Given the product [CH:2]1([C:9]([CH:8]([C:20]#[N:21])[C:6]#[N:7])([C:15]([O:17][CH2:18][CH3:19])=[O:16])[C:10]([O:12][CH2:13][CH3:14])=[O:11])[CH2:1][CH2:5]1, predict the reactants needed to synthesize it. (4) Given the product [Br:17][C:14]1[N:13]2[CH:18]=[CH:19][N:20]=[C:12]2[C:11]([NH:10][C:7]2[CH:6]=[CH:5][C:4]([C:3]([OH:21])=[O:2])=[CH:9][CH:8]=2)=[N:16][CH:15]=1, predict the reactants needed to synthesize it. The reactants are: C[O:2][C:3](=[O:21])[C:4]1[CH:9]=[CH:8][C:7]([NH:10][C:11]2[C:12]3[N:13]([CH:18]=[CH:19][N:20]=3)[C:14]([Br:17])=[CH:15][N:16]=2)=[CH:6][CH:5]=1.[Li+].[OH-]. (5) Given the product [CH3:2][O:3][C:4](=[O:14])[C@H:5]([NH:13][C:27]([O:30][C:24]([CH3:23])([CH3:25])[CH3:33])=[O:28])[CH2:6][C:7]1[S:8][C:9]([Br:12])=[CH:10][CH:11]=1, predict the reactants needed to synthesize it. The reactants are: Cl.[CH3:2][O:3][C:4](=[O:14])[C@H:5]([NH2:13])[CH2:6][C:7]1[S:8][C:9]([Br:12])=[CH:10][CH:11]=1.N[C@H](CC1S[C:23](Br)=[CH:24][CH:25]=1)C(O)=O.[C:27]([O-:30])(O)=[O:28].[Na+].O.[CH2:33](Cl)Cl. (6) Given the product [OH:13][C@@H:11]([CH:8]1[CH2:9][CH2:10][N:5]([C:20]#[N:19])[CH2:6][CH2:7]1)[CH3:12], predict the reactants needed to synthesize it. The reactants are: C(O)(=O)C.[NH:5]1[CH2:10][CH2:9][CH:8]([C@H:11]([OH:13])[CH3:12])[CH2:7][CH2:6]1.C([O-])(=O)C.[Na+].[N:19]#[C:20]Br.